From a dataset of NCI-60 drug combinations with 297,098 pairs across 59 cell lines. Regression. Given two drug SMILES strings and cell line genomic features, predict the synergy score measuring deviation from expected non-interaction effect. (1) Drug 1: C1=CC(=C2C(=C1NCCNCCO)C(=O)C3=C(C=CC(=C3C2=O)O)O)NCCNCCO. Drug 2: C1CCC(C(C1)N)N.C(=O)(C(=O)[O-])[O-].[Pt+4]. Cell line: SNB-19. Synergy scores: CSS=34.3, Synergy_ZIP=-5.58, Synergy_Bliss=-9.03, Synergy_Loewe=-8.07, Synergy_HSA=-6.00. (2) Drug 1: CCN(CC)CCNC(=O)C1=C(NC(=C1C)C=C2C3=C(C=CC(=C3)F)NC2=O)C. Drug 2: CC12CCC3C(C1CCC2OP(=O)(O)O)CCC4=C3C=CC(=C4)OC(=O)N(CCCl)CCCl.[Na+]. Cell line: HS 578T. Synergy scores: CSS=-4.99, Synergy_ZIP=4.74, Synergy_Bliss=3.77, Synergy_Loewe=-3.93, Synergy_HSA=-3.07.